The task is: Predict which catalyst facilitates the given reaction.. This data is from Catalyst prediction with 721,799 reactions and 888 catalyst types from USPTO. (1) The catalyst class is: 4. Product: [NH2:1][C:2]1[C:7]([C:8]2[CH:9]=[C:10]([NH:14][C:15](=[O:24])[C:16]3[CH:21]=[CH:20][CH:19]=[C:18]([OH:22])[CH:17]=3)[CH:11]=[N:12][CH:13]=2)=[C:6]([NH:25][C@H:26]([C:28]2[N:33]([C:34]3[CH:39]=[CH:38][CH:37]=[CH:36][CH:35]=3)[C:32](=[O:40])[C:31]3=[C:41]([CH3:44])[CH:42]=[CH:43][N:30]3[N:29]=2)[CH3:27])[N:5]=[CH:4][N:3]=1. Reactant: [NH2:1][C:2]1[C:7]([C:8]2[CH:9]=[C:10]([NH:14][C:15](=[O:24])[C:16]3[CH:21]=[CH:20][CH:19]=[C:18]([O:22]C)[CH:17]=3)[CH:11]=[N:12][CH:13]=2)=[C:6]([NH:25][C@H:26]([C:28]2[N:33]([C:34]3[CH:39]=[CH:38][CH:37]=[CH:36][CH:35]=3)[C:32](=[O:40])[C:31]3=[C:41]([CH3:44])[CH:42]=[CH:43][N:30]3[N:29]=2)[CH3:27])[N:5]=[CH:4][N:3]=1.B(Br)(Br)Br. (2) Product: [NH2:2][CH2:1][CH2:3][O:4][C@@H:5]([C:19]1[CH:20]=[C:21]([CH3:25])[CH:22]=[CH:23][CH:24]=1)[C@@H:6]1[CH2:11][CH2:10][CH2:9][N:8]([C:12]([O:14][C:15]([CH3:18])([CH3:17])[CH3:16])=[O:13])[CH2:7]1. The catalyst class is: 1. Reactant: [C:1]([CH2:3][O:4][C@@H:5]([C:19]1[CH:20]=[C:21]([CH3:25])[CH:22]=[CH:23][CH:24]=1)[C@@H:6]1[CH2:11][CH2:10][CH2:9][N:8]([C:12]([O:14][C:15]([CH3:18])([CH3:17])[CH3:16])=[O:13])[CH2:7]1)#[N:2].S(C)C.CO. (3) Reactant: [NH2:1][C:2]1[CH:10]=[CH:9][C:5]([C:6]([OH:8])=[O:7])=[CH:4][CH:3]=1.C(=O)([O-])O.[Na+].[C:16](=S)=[S:17].II. The catalyst class is: 714. Product: [N:1]([C:2]1[CH:10]=[CH:9][C:5]([C:6]([OH:8])=[O:7])=[CH:4][CH:3]=1)=[C:16]=[S:17]. (4) Reactant: [NH2:1][C:2]1[S:6][C:5]([C:7]2[C:12]([F:13])=[CH:11][C:10]([C:14]([OH:17])([CH3:16])[CH3:15])=[CH:9][C:8]=2[F:18])=[N:4][C:3]=1[C:19]([NH2:21])=[O:20].Br[C:23]1[N:28]=[CH:27][C:26]([C:29]([OH:32])([CH3:31])[CH3:30])=[CH:25][CH:24]=1.CC(C1C=C(C(C)C)C(C2C=CC=CC=2P(C2CCCCC2)C2CCCCC2)=C(C(C)C)C=1)C.C(=O)([O-])[O-].[K+].[K+].C(O)(CC)(C)C. Product: [F:13][C:12]1[CH:11]=[C:10]([C:14]([OH:17])([CH3:16])[CH3:15])[CH:9]=[C:8]([F:18])[C:7]=1[C:5]1[S:6][C:2]([NH:1][C:23]2[CH:24]=[CH:25][C:26]([C:29]([OH:32])([CH3:31])[CH3:30])=[CH:27][N:28]=2)=[C:3]([C:19]([NH2:21])=[O:20])[N:4]=1. The catalyst class is: 110. (5) Reactant: [Cl:1][C:2]1[CH:7]=[CH:6][C:5]([NH:8][C:9]2[C:10]([C:19]([NH:21][NH2:22])=[O:20])=[CH:11][C:12]3[NH:16][CH:15]=[N:14][C:13]=3[C:17]=2[F:18])=[C:4]([CH3:23])[CH:3]=1.[C:24](=S)=[S:25].[OH-].[K+]. Product: [Cl:1][C:2]1[CH:7]=[CH:6][C:5]([NH:8][C:9]2[C:10]([C:19]3[O:20][C:24]([SH:25])=[N:22][N:21]=3)=[CH:11][C:12]3[NH:16][CH:15]=[N:14][C:13]=3[C:17]=2[F:18])=[C:4]([CH3:23])[CH:3]=1. The catalyst class is: 14. (6) Reactant: Br[C:2]1[CH:7]=[CH:6][C:5]([N:8]2[CH2:13][CH2:12][N:11]([CH3:14])[CH2:10][CH2:9]2)=[C:4]([O:15][CH3:16])[CH:3]=1.[B:17]1([B:17]2[O:21][C:20]([CH3:23])([CH3:22])[C:19]([CH3:25])([CH3:24])[O:18]2)[O:21][C:20]([CH3:23])([CH3:22])[C:19]([CH3:25])([CH3:24])[O:18]1.CC([O-])=O.[K+]. Product: [CH3:16][O:15][C:4]1[CH:3]=[C:2]([B:17]2[O:21][C:20]([CH3:23])([CH3:22])[C:19]([CH3:25])([CH3:24])[O:18]2)[CH:7]=[CH:6][C:5]=1[N:8]1[CH2:13][CH2:12][N:11]([CH3:14])[CH2:10][CH2:9]1. The catalyst class is: 16. (7) Reactant: [F:1][C:2]([F:31])([F:30])[C:3]([CH:18]=[N:19][C:20]1[C:28]([CH3:29])=[CH:27][CH:26]=[C:25]2[C:21]=1[CH:22]=[N:23][NH:24]2)([OH:17])[CH2:4][C:5]([C:8]1[CH:13]=[CH:12][CH:11]=[C:10]([F:14])[C:9]=1[O:15]C)([CH3:7])[CH3:6].B(Br)(Br)Br.C(=O)(O)[O-].[Na+].C(OCC)(=O)C. Product: [CH3:29][C:28]1[C:20]([NH:19][CH:18]2[C:13]3[CH:12]=[CH:11][C:10]([F:14])=[C:9]([OH:15])[C:8]=3[C:5]([CH3:6])([CH3:7])[CH2:4][C:3]2([C:2]([F:31])([F:30])[F:1])[OH:17])=[C:21]2[C:25](=[CH:26][CH:27]=1)[NH:24][N:23]=[CH:22]2. The catalyst class is: 4. (8) Reactant: CO[C:3](OC)([CH3:5])[CH3:4].[NH2:8][C:9]1[N:19]=[C:18]([C:20]([F:23])([F:22])[F:21])[CH:17]=[CH:16][C:10]=1[C:11]([O:13][CH2:14][CH3:15])=[O:12].FC(F)(F)C(O)=O.C(O[BH-](OC(=O)C)OC(=O)C)(=O)C.[Na+]. Product: [CH:3]([NH:8][C:9]1[N:19]=[C:18]([C:20]([F:23])([F:21])[F:22])[CH:17]=[CH:16][C:10]=1[C:11]([O:13][CH2:14][CH3:15])=[O:12])([CH3:5])[CH3:4]. The catalyst class is: 2. (9) Reactant: [OH:1][C:2]1[CH:9]=[C:8]([O:10][CH3:11])[CH:7]=[CH:6][C:3]=1[CH:4]=[O:5].[Br-:12].[Br-].[Br-].C([N+](CCCC)(CCCC)CCCC)CCC.C([N+](CCCC)(CCCC)CCCC)CCC.C([N+](CCCC)(CCCC)CCCC)CCC. Product: [Br:12][C:7]1[CH:6]=[C:3]([C:2]([OH:1])=[CH:9][C:8]=1[O:10][CH3:11])[CH:4]=[O:5]. The catalyst class is: 4. (10) Reactant: [Br:1][C:2]1[S:6][C:5]([C:7]([OH:9])=O)=[CH:4][CH:3]=1.C(Cl)(=O)C([Cl:13])=O.CN(C=O)C. Product: [Br:1][C:2]1[S:6][C:5]([C:7]([Cl:13])=[O:9])=[CH:4][CH:3]=1. The catalyst class is: 2.